This data is from Forward reaction prediction with 1.9M reactions from USPTO patents (1976-2016). The task is: Predict the product of the given reaction. (1) Given the reactants [N:1]12[CH2:8][CH2:7][CH:4]([CH2:5][CH2:6]1)[CH:3]([O:9][C:10]1[N:11]=[CH:12][C:13]([C:16]3[CH:21]=[CH:20][C:19]([NH:22]C(=O)OCC4C=CC=CC=4)=[CH:18][CH:17]=3)=[N:14][CH:15]=1)[CH2:2]2, predict the reaction product. The product is: [N:1]12[CH2:6][CH2:5][CH:4]([CH2:7][CH2:8]1)[CH:3]([O:9][C:10]1[N:11]=[CH:12][C:13]([C:16]3[CH:21]=[CH:20][C:19]([NH2:22])=[CH:18][CH:17]=3)=[N:14][CH:15]=1)[CH2:2]2. (2) The product is: [C:21]([C:18]1[CH:19]=[CH:20][C:15]([S:12]([NH:11][CH:8]([CH:9]=[O:10])[CH2:7][C:6]([OH:37])=[O:5])(=[O:13])=[O:14])=[C:16]([O:24][CH2:25][CH2:26][C:27]2[C:36]3[C:31](=[CH:32][CH:33]=[CH:34][CH:35]=3)[CH:30]=[CH:29][CH:28]=2)[CH:17]=1)(=[O:23])[NH2:22]. Given the reactants C([O:5][C:6](=[O:37])[CH2:7][CH:8]([NH:11][S:12]([C:15]1[CH:20]=[CH:19][C:18]([C:21](=[O:23])[NH2:22])=[CH:17][C:16]=1[O:24][CH2:25][CH2:26][C:27]1[C:36]2[C:31](=[CH:32][CH:33]=[CH:34][CH:35]=2)[CH:30]=[CH:29][CH:28]=1)(=[O:14])=[O:13])[CH:9]=[O:10])(C)(C)C.FC(F)(F)C(O)=O, predict the reaction product. (3) Given the reactants [F:1][C:2]1[CH:3]=[C:4]([C:8]2[C:17]3[C:12](=[CH:13][CH:14]=[C:15]([O:18][CH3:19])[CH:16]=3)[C:11](=[O:20])[N:10]([CH3:21])[C:9]=2[C:22]([OH:24])=O)[CH:5]=[CH:6][CH:7]=1.[CH3:25][NH:26][CH3:27], predict the reaction product. The product is: [F:1][C:2]1[CH:3]=[C:4]([C:8]2[C:17]3[C:12](=[CH:13][CH:14]=[C:15]([O:18][CH3:19])[CH:16]=3)[C:11](=[O:20])[N:10]([CH3:21])[C:9]=2[C:22]([N:26]([CH3:27])[CH3:25])=[O:24])[CH:5]=[CH:6][CH:7]=1. (4) The product is: [NH2:11][CH2:12][C:13]1[CH:18]=[C:17]([C:2]2[N:7]=[C:6]([NH2:8])[N:5]=[C:4]([NH:9][CH3:10])[CH:3]=2)[CH:16]=[CH:15][CH:14]=1. Given the reactants Cl[C:2]1[N:7]=[C:6]([NH2:8])[N:5]=[C:4]([NH:9][CH3:10])[CH:3]=1.[NH2:11][CH2:12][C:13]1[CH:14]=[C:15](B(O)O)[CH:16]=[CH:17][CH:18]=1.C(=O)([O-])[O-].[Na+].[Na+].O1CCOCC1, predict the reaction product. (5) Given the reactants [Cl:1][C:2]1[CH:10]=[C:9]2[C:5]([C:6]([CH2:16][CH2:17][CH2:18][S:19][CH3:20])=[C:7]([C:11]([O:13][CH2:14][CH3:15])=[O:12])[NH:8]2)=[CH:4][CH:3]=1.[H-].[Na+].[C:23]1([S:29](Cl)(=[O:31])=[O:30])[CH:28]=[CH:27][CH:26]=[CH:25][CH:24]=1, predict the reaction product. The product is: [Cl:1][C:2]1[CH:10]=[C:9]2[C:5]([C:6]([CH2:16][CH2:17][CH2:18][S:19][CH3:20])=[C:7]([C:11]([O:13][CH2:14][CH3:15])=[O:12])[N:8]2[S:29]([C:23]2[CH:28]=[CH:27][CH:26]=[CH:25][CH:24]=2)(=[O:31])=[O:30])=[CH:4][CH:3]=1. (6) Given the reactants [CH3:1][N:2]1[CH2:7][CH2:6][N:5]([C:8]2[CH:13]=[CH:12][C:11]([N+:14]([O-])=O)=[C:10]([N:17]3[CH2:22][CH2:21][CH:20]([CH3:23])[CH2:19][CH2:18]3)[CH:9]=2)[CH2:4][CH2:3]1.[C:24]([C:26]1[O:30][C:29]([C:31](O)=[O:32])=[CH:28][CH:27]=1)#[N:25].C(Cl)(=O)C(Cl)=O.CCN(C(C)C)C(C)C, predict the reaction product. The product is: [CH3:1][N:2]1[CH2:7][CH2:6][N:5]([C:8]2[CH:13]=[CH:12][C:11]([NH:14][C:31]([C:29]3[O:30][C:26]([C:24]#[N:25])=[CH:27][CH:28]=3)=[O:32])=[C:10]([N:17]3[CH2:22][CH2:21][CH:20]([CH3:23])[CH2:19][CH2:18]3)[CH:9]=2)[CH2:4][CH2:3]1. (7) Given the reactants [CH3:1][O:2][C:3]1[C:4]([CH2:14]OC)=[C:5](B(O)O)[CH:6]=[CH:7][C:8]=1[O:9][CH3:10].[C:17](=[O:20])([O-])[O-].[Cs+].[Cs+].BrC1[CH:25]=[C:26]2[C:30](=[CH:31][CH:32]=1)[C:29](=[O:33])[NH:28][CH2:27]2.CN(C)[CH:36]=[O:37], predict the reaction product. The product is: [CH3:10][O:9][C:8]1[C:3]([O:2][CH2:1][O:20][CH3:17])=[C:4]([C:14]2[CH:25]=[C:26]3[C:30](=[CH:31][CH:32]=2)[C:29](=[O:33])[NH:28][CH2:27]3)[CH:5]=[CH:6][C:7]=1[O:37][CH3:36]. (8) Given the reactants [H-].[Na+].N1C=CN=N1.CS(OCC1N(S(C2C=CC=CC=2)(=O)=O)C2=NC=CC(C3C=CC(S(N4CCCC4)(=O)=O)=CC=3)=C2C=1)(=O)=O.[Cl-].[NH4+].C1(S(N2C3=NC=CC(C4C=CC(S(N5CCCC5)(=O)=O)=CC=4)=C3C=C2CN2C=CN=N2)(=O)=O)C=CC=CC=1.C1(S([N:95]2[C:99]3=[N:100][CH:101]=[CH:102][C:103]([C:104]4[CH:109]=[CH:108][C:107]([S:110]([N:113]5[CH2:117][CH2:116][CH2:115][CH2:114]5)(=[O:112])=[O:111])=[CH:106][CH:105]=4)=[C:98]3[CH:97]=[C:96]2[CH2:118][N:119]2[N:123]=[CH:122][CH:121]=[N:120]2)(=O)=O)C=CC=CC=1.[OH-].[Na+], predict the reaction product. The product is: [N:113]1([S:110]([C:107]2[CH:108]=[CH:109][C:104]([C:103]3[CH:102]=[CH:101][N:100]=[C:99]4[NH:95][C:96]([CH2:118][N:119]5[N:123]=[CH:122][CH:121]=[N:120]5)=[CH:97][C:98]=34)=[CH:105][CH:106]=2)(=[O:111])=[O:112])[CH2:117][CH2:116][CH2:115][CH2:114]1. (9) Given the reactants Cl.C1([C@@H]([NH:10][C@@H:11]([CH3:24])[CH2:12][C:13]2[CH:14]=[C:15]([CH2:19][C:20]([O:22][CH3:23])=[O:21])[CH:16]=[CH:17][CH:18]=2)C)C=CC=CC=1.C([O-])=O.[NH4+], predict the reaction product. The product is: [NH2:10][C@@H:11]([CH3:24])[CH2:12][C:13]1[CH:14]=[C:15]([CH2:19][C:20]([O:22][CH3:23])=[O:21])[CH:16]=[CH:17][CH:18]=1.